Dataset: Peptide-MHC class II binding affinity with 134,281 pairs from IEDB. Task: Regression. Given a peptide amino acid sequence and an MHC pseudo amino acid sequence, predict their binding affinity value. This is MHC class II binding data. The peptide sequence is GELQIVDKIDAAFVI. The MHC is DRB1_1101 with pseudo-sequence DRB1_1101. The binding affinity (normalized) is 0.583.